Dataset: Catalyst prediction with 721,799 reactions and 888 catalyst types from USPTO. Task: Predict which catalyst facilitates the given reaction. (1) Reactant: [F:1][C:2]([F:15])([F:14])[S:3]([O:6]S(C(F)(F)F)(=O)=O)(=[O:5])=[O:4].N1C=CC=CC=1.O[CH2:23][C:24]([CH3:46])([CH3:45])[O:25][C:26]1[C:27]([CH2:37][CH2:38][C:39]2[CH:44]=[CH:43][CH:42]=[CH:41][CH:40]=2)=[C:28]2[C:33](=[CH:34][CH:35]=1)[C:32](=[O:36])[CH2:31][CH2:30][CH2:29]2. Product: [F:1][C:2]([F:15])([F:14])[S:3]([O:6][CH2:45][C:24]([CH3:46])([O:25][C:26]1[CH:35]=[CH:34][C:33]2[C:32](=[O:36])[CH2:31][CH2:30][CH2:29][C:28]=2[C:27]=1[CH2:37][CH2:38][C:39]1[CH:40]=[CH:41][CH:42]=[CH:43][CH:44]=1)[CH3:23])(=[O:5])=[O:4]. The catalyst class is: 4. (2) The catalyst class is: 5. Product: [CH3:10][O:9][C:7]([C:6]1[CH:5]=[CH:4][C:3](=[O:2])[N:13]([CH2:14][C:15]2[CH:20]=[CH:19][CH:18]=[CH:17][CH:16]=2)[C:11]=1[CH3:12])=[O:8]. Reactant: C[O:2][C:3](=O)[CH:4]=[CH:5][C:6](=[C:11]([NH:13][CH2:14][C:15]1[CH:20]=[CH:19][CH:18]=[CH:17][CH:16]=1)[CH3:12])[C:7]([O:9][CH3:10])=[O:8].C(N(CC)CC)C.C[O-].[Na+].